This data is from Full USPTO retrosynthesis dataset with 1.9M reactions from patents (1976-2016). The task is: Predict the reactants needed to synthesize the given product. (1) Given the product [C:1]([O:5][C:6](=[O:23])[CH2:7][C@H:8]1[CH2:9][C@@H:10]([CH2:11][O:12][C:13](=[O:20])[C:14]2[CH:15]=[CH:16][CH:17]=[CH:18][CH:19]=2)[O:21][C:26]([CH3:28])([CH3:27])[O:22]1)([CH3:4])([CH3:2])[CH3:3], predict the reactants needed to synthesize it. The reactants are: [C:1]([O:5][C:6](=[O:23])[CH2:7][CH:8]([OH:22])[CH2:9][C@H:10]([OH:21])[CH2:11][O:12][C:13](=[O:20])[C:14]1[CH:19]=[CH:18][CH:17]=[CH:16][CH:15]=1)([CH3:4])([CH3:3])[CH3:2].CO[C:26](OC)([CH3:28])[CH3:27].C1(C)C=CC(S(O)(=O)=O)=CC=1.C(N(CC)CC)C. (2) The reactants are: [C:1]1(C)[CH:6]=[CH:5][CH:4]=[CH:3][C:2]=1B(O)O.Br[C:12]1[CH:17]=[CH:16][C:15]([C:18]2[CH:23]=[CH:22][CH:21]=[CH:20][CH:19]=2)=[C:14]([N+:24]([O-:26])=[O:25])[CH:13]=1.[C:27](=O)([O-])[O-].[K+].[K+]. Given the product [CH3:27][C:19]1[CH:20]=[CH:21][CH:22]=[CH:23][C:18]=1[C:15]1[CH:16]=[CH:17][C:12]([C:1]2[CH:6]=[CH:5][CH:4]=[CH:3][CH:2]=2)=[CH:13][C:14]=1[N+:24]([O-:26])=[O:25], predict the reactants needed to synthesize it. (3) Given the product [C:1]1([C:7]2[CH:13]=[CH:12][CH:11]=[CH:10][C:8]=2[NH:9][C:14](=[O:16])[CH3:15])[CH:2]=[CH:3][CH:4]=[CH:5][CH:6]=1, predict the reactants needed to synthesize it. The reactants are: [C:1]1([C:7]2[CH:13]=[CH:12][CH:11]=[CH:10][C:8]=2[NH2:9])[CH:6]=[CH:5][CH:4]=[CH:3][CH:2]=1.[C:14](OC(=O)C)(=[O:16])[CH3:15]. (4) Given the product [Cl:21][C:22]1[N:27]=[C:26]([N:12]2[C:11]3[CH:13]=[CH:14][CH:15]=[CH:16][C:10]=3[N:9]=[C:8]2[O:7][C:6]2[CH:17]=[CH:18][CH:19]=[CH:20][C:5]=2[O:4][CH3:3])[CH:25]=[CH:24][N:23]=1, predict the reactants needed to synthesize it. The reactants are: [H-].[Na+].[CH3:3][O:4][C:5]1[CH:20]=[CH:19][CH:18]=[CH:17][C:6]=1[O:7][C:8]1[NH:12][C:11]2[CH:13]=[CH:14][CH:15]=[CH:16][C:10]=2[N:9]=1.[Cl:21][C:22]1[N:27]=[C:26](Cl)[CH:25]=[CH:24][N:23]=1.[Cl-].[NH4+]. (5) Given the product [F:23][C:24]1[CH:31]=[CH:30][C:27]([CH2:28][NH:29][C:7]2[C:12]([CH3:13])=[C:11]([CH3:14])[N:10]=[C:9]([NH:15][CH2:16][C:17]3[CH:22]=[CH:21][CH:20]=[CH:19][N:18]=3)[N:8]=2)=[CH:26][CH:25]=1, predict the reactants needed to synthesize it. The reactants are: C1(N[C:7]2[C:12]([CH3:13])=[C:11]([CH3:14])[N:10]=[C:9]([NH:15][CH2:16][C:17]3[CH:22]=[CH:21][CH:20]=[CH:19][N:18]=3)[N:8]=2)CCCC1.[F:23][C:24]1[CH:31]=[CH:30][C:27]([CH2:28][NH2:29])=[CH:26][CH:25]=1. (6) Given the product [Cl:7][CH2:8][CH2:9][NH:10][C:11]([NH:6][CH:1]1[CH2:5][CH2:4][CH2:3][CH2:2]1)=[O:12], predict the reactants needed to synthesize it. The reactants are: [CH:1]1([NH2:6])[CH2:5][CH2:4][CH2:3][CH2:2]1.[Cl:7][CH2:8][CH2:9][N:10]=[C:11]=[O:12]. (7) Given the product [CH3:1][S:2]1(=[O:3])[C:4]2[CH:9]=[CH:8][CH:7]=[CH:6][C:5]=2[N:10]=[C:11]([CH3:12])[N:19]=1, predict the reactants needed to synthesize it. The reactants are: [CH3:1][S:2]([C:4]1[CH:9]=[CH:8][CH:7]=[CH:6][C:5]=1[NH:10][C:11](=O)[CH3:12])=[O:3].OS(O)(=O)=O.[N-:19]=[N+]=[N-].[Na+].